This data is from CYP2C9 inhibition data for predicting drug metabolism from PubChem BioAssay. The task is: Regression/Classification. Given a drug SMILES string, predict its absorption, distribution, metabolism, or excretion properties. Task type varies by dataset: regression for continuous measurements (e.g., permeability, clearance, half-life) or binary classification for categorical outcomes (e.g., BBB penetration, CYP inhibition). Dataset: cyp2c9_veith. (1) The drug is O=c1[nH]c(SCc2c(Cl)c(Cl)c(Cl)c(Cl)c2Cl)nc(=S)[nH]1. The result is 1 (inhibitor). (2) The compound is c1cncc(-c2ccc3ncnc(N4CCNCC4)c3c2)c1. The result is 0 (non-inhibitor).